From a dataset of Full USPTO retrosynthesis dataset with 1.9M reactions from patents (1976-2016). Predict the reactants needed to synthesize the given product. (1) The reactants are: [NH2:1][C:2]1[N:7]=[CH:6][C:5]([C:8]2[CH:9]=[N:10][N:11]([CH2:13][C:14]3([OH:27])[CH2:19][CH2:18][N:17](C(OC(C)(C)C)=O)[CH2:16][CH2:15]3)[CH:12]=2)=[CH:4][C:3]=1[O:28][CH:29]([C:31]1[C:36]([Cl:37])=[CH:35][CH:34]=[C:33]([F:38])[C:32]=1[Cl:39])[CH3:30].Cl.O1CCOCC1. Given the product [NH2:1][C:2]1[N:7]=[CH:6][C:5]([C:8]2[CH:9]=[N:10][N:11]([CH2:13][C:14]3([OH:27])[CH2:19][CH2:18][NH:17][CH2:16][CH2:15]3)[CH:12]=2)=[CH:4][C:3]=1[O:28][CH:29]([C:31]1[C:36]([Cl:37])=[CH:35][CH:34]=[C:33]([F:38])[C:32]=1[Cl:39])[CH3:30], predict the reactants needed to synthesize it. (2) Given the product [CH3:18][S@:10](=[O:17])([C:11]1[CH:16]=[CH:15][CH:14]=[CH:13][CH:12]=1)=[N:9][C:7](=[O:8])[C:6]1[CH:19]=[C:2]([C:32]#[C:31][Si:28]([CH3:30])([CH3:29])[CH3:27])[CH:3]=[N:4][CH:5]=1, predict the reactants needed to synthesize it. The reactants are: Br[C:2]1[CH:3]=[N:4][CH:5]=[C:6]([CH:19]=1)[C:7]([N:9]=[S@@:10]([CH3:18])(=[O:17])[C:11]1[CH:16]=[CH:15][CH:14]=[CH:13][CH:12]=1)=[O:8].C(N(CC)CC)C.[CH3:27][Si:28]([C:31]#[CH:32])([CH3:30])[CH3:29]. (3) Given the product [CH2:39]([O:41][CH2:42][C:43]1[N:44]([CH2:56][C:57]([NH:60][C:14](=[O:16])[CH2:13][CH2:12][CH2:11][CH2:10][CH2:9][NH:8][C:6](=[O:7])[O:5][C:1]([CH3:2])([CH3:3])[CH3:4])([CH3:59])[CH3:58])[C:45]2[C:54]3[CH:53]=[CH:52][CH:51]=[CH:50][C:49]=3[N:48]=[CH:47][C:46]=2[N:55]=1)[CH3:40], predict the reactants needed to synthesize it. The reactants are: [C:1]([O:5][C:6]([NH:8][CH2:9][CH2:10][CH2:11][CH2:12][CH2:13][C:14]([OH:16])=O)=[O:7])([CH3:4])([CH3:3])[CH3:2].ON1C2C=CC=CC=2N=N1.Cl.CN(C)CCCN=C=NCC.[CH2:39]([O:41][CH2:42][C:43]1[N:44]([CH2:56][C:57]([NH2:60])([CH3:59])[CH3:58])[C:45]2[C:54]3[CH:53]=[CH:52][CH:51]=[CH:50][C:49]=3[N:48]=[CH:47][C:46]=2[N:55]=1)[CH3:40]. (4) Given the product [NH2:11][C:12]1([PH:20]([NH:22][C:23](=[O:27])[CH2:24][CH2:25][CH3:26])=[O:21])[CH2:17][CH2:16][CH2:15][N:14]([NH2:18])[C:13]1=[O:19], predict the reactants needed to synthesize it. The reactants are: C(OC([NH:11][C:12]1([PH:20]([NH:22][C:23](=[O:27])[CH2:24][CH2:25][CH3:26])=[O:21])[CH2:17][CH2:16][CH2:15][N:14]([NH2:18])[C:13]1=[O:19])=O)C1C=CC=CC=1. (5) Given the product [CH3:1][C:2]([CH3:21])([CH3:20])[C@@H:3]([C:16]([OH:18])=[O:17])[NH:4][C:5]([O:7][C@@H:8]1[CH2:10][C@H:9]1[CH2:11][CH2:12][CH2:13][CH:14]=[CH2:15])=[O:6], predict the reactants needed to synthesize it. The reactants are: [CH3:1][C:2]([CH3:21])([CH3:20])[C@@H:3]([C:16]([O:18]C)=[O:17])[NH:4][C:5]([O:7][C@@H:8]1[CH2:10][C@H:9]1[CH2:11][CH2:12][CH2:13][CH:14]=[CH2:15])=[O:6].O[Li].O. (6) Given the product [CH3:36][N:37]([CH3:41])[CH2:38][CH2:39][NH:40][C:20]([N:11]1[CH:12]([C:13]2[CH:14]=[CH:15][C:16]([Cl:19])=[CH:17][CH:18]=2)[C:8]([C:5]2[CH:6]=[CH:7][C:2]([Cl:1])=[CH:3][CH:4]=2)([CH3:35])[N:9]=[C:10]1[C:23]1[CH:28]=[CH:27][C:26]([O:29][CH3:30])=[CH:25][C:24]=1[O:31][CH:32]([CH3:33])[CH3:34])=[O:21], predict the reactants needed to synthesize it. The reactants are: [Cl:1][C:2]1[CH:7]=[CH:6][C:5]([C:8]2([CH3:35])[CH:12]([C:13]3[CH:18]=[CH:17][C:16]([Cl:19])=[CH:15][CH:14]=3)[N:11]([C:20](Cl)=[O:21])[C:10]([C:23]3[CH:28]=[CH:27][C:26]([O:29][CH3:30])=[CH:25][C:24]=3[O:31][CH:32]([CH3:34])[CH3:33])=[N:9]2)=[CH:4][CH:3]=1.[CH3:36][N:37]([CH3:41])[CH2:38][CH2:39][NH2:40].